From a dataset of Full USPTO retrosynthesis dataset with 1.9M reactions from patents (1976-2016). Predict the reactants needed to synthesize the given product. (1) Given the product [ClH:19].[N:20]1[CH:25]=[CH:24][C:23]([CH2:26][CH2:27][NH:28][S:16]([C:14]2[S:15][C:11]([C:5]3[CH:4]=[C:3]([CH2:1][CH3:2])[C:8](=[O:9])[NH:7][C:6]=3[CH3:10])=[CH:12][CH:13]=2)(=[O:18])=[O:17])=[CH:22][CH:21]=1, predict the reactants needed to synthesize it. The reactants are: [CH2:1]([C:3]1[C:8](=[O:9])[NH:7][C:6]([CH3:10])=[C:5]([C:11]2[S:15][C:14]([S:16]([Cl:19])(=[O:18])=[O:17])=[CH:13][CH:12]=2)[CH:4]=1)[CH3:2].[N:20]1[CH:25]=[CH:24][C:23]([CH2:26][CH2:27][NH2:28])=[CH:22][CH:21]=1. (2) Given the product [OH:49][CH:45]1[CH2:44][CH2:43][CH2:42][CH:48]([O:1][C:2]2[CH:3]=[CH:4][C:5]([N:8]3[C:13](=[O:14])[C:12]([CH2:15][C:16]4[CH:21]=[CH:20][C:19]([C:22]5[CH:27]=[CH:26][CH:25]=[CH:24][C:23]=5[C:28]5[NH:70][C:71](=[O:72])[O:73][N:29]=5)=[CH:18][CH:17]=4)=[C:11]([CH2:30][CH2:31][CH3:32])[N:10]=[C:9]3[CH3:33])=[CH:6][CH:7]=2)[CH2:47][CH2:46]1, predict the reactants needed to synthesize it. The reactants are: [OH:1][C:2]1[CH:7]=[CH:6][C:5]([N:8]2[C:13](=[O:14])[C:12]([CH2:15][C:16]3[CH:21]=[CH:20][C:19]([C:22]4[C:23]([C:28]#[N:29])=[CH:24][CH:25]=[CH:26][CH:27]=4)=[CH:18][CH:17]=3)=[C:11]([CH2:30][CH2:31][CH3:32])[N:10]=[C:9]2[CH3:33])=[CH:4][CH:3]=1.[Si](O[CH:42]1[CH2:48][CH2:47][CH2:46][CH:45]([OH:49])[CH2:44][CH2:43]1)(C(C)(C)C)(C)C.C1(P(C2C=CC=CC=2)C2C=CC=CC=2)C=CC=CC=1.[N:70]([C:71]([O:73]C(C)C)=[O:72])=[N:70][C:71]([O:73]C(C)C)=[O:72].